Task: Predict the reactants needed to synthesize the given product.. Dataset: Full USPTO retrosynthesis dataset with 1.9M reactions from patents (1976-2016) (1) Given the product [CH3:24][C:9]1[C:8]([NH2:7])=[CH:13][CH:12]=[C:11]([C:14]2[CH:19]=[CH:18][C:17]([C:20]([F:22])([F:21])[F:23])=[CH:16][CH:15]=2)[N:10]=1, predict the reactants needed to synthesize it. The reactants are: C(OC(=O)[NH:7][C:8]1[C:9]([CH3:24])=[N:10][C:11]([C:14]2[CH:19]=[CH:18][C:17]([C:20]([F:23])([F:22])[F:21])=[CH:16][CH:15]=2)=[CH:12][CH:13]=1)(C)(C)C.FC(F)(F)C(O)=O. (2) Given the product [F:28][C:22]1[CH:23]=[CH:24][C:25]([F:27])=[CH:26][C:21]=1[C@H:17]1[CH2:18][CH2:19][CH2:20][N:16]1[C:13]1[CH:14]=[CH:15][N:10]2[N:9]=[CH:8][C:7]([C:4]3[O:3][C:2]([N:32]4[CH2:31][CH2:30][N:29]([C:35]([O:37][C:38]([CH3:41])([CH3:40])[CH3:39])=[O:36])[CH2:34][CH2:33]4)=[N:6][N:5]=3)=[C:11]2[N:12]=1, predict the reactants needed to synthesize it. The reactants are: Br[C:2]1[O:3][C:4]([C:7]2[CH:8]=[N:9][N:10]3[CH:15]=[CH:14][C:13]([N:16]4[CH2:20][CH2:19][CH2:18][C@@H:17]4[C:21]4[CH:26]=[C:25]([F:27])[CH:24]=[CH:23][C:22]=4[F:28])=[N:12][C:11]=23)=[N:5][N:6]=1.[N:29]1([C:35]([O:37][C:38]([CH3:41])([CH3:40])[CH3:39])=[O:36])[CH2:34][CH2:33][NH:32][CH2:31][CH2:30]1.CCN(C(C)C)C(C)C.O.